This data is from Full USPTO retrosynthesis dataset with 1.9M reactions from patents (1976-2016). The task is: Predict the reactants needed to synthesize the given product. (1) Given the product [Cl:9][C:10]1[CH:11]=[CH:12][C:13]([NH:18][C:17]([C:19]2[C:28]3[C:23](=[CH:24][CH:25]=[CH:26][CH:27]=3)[CH:22]=[CH:21][CH:20]=2)=[O:16])=[C:14]([C:15]([NH:1][CH2:2][CH:3]2[CH2:8][CH2:7][O:6][CH2:5][CH2:4]2)=[O:29])[CH:30]=1, predict the reactants needed to synthesize it. The reactants are: [NH2:1][CH2:2][CH:3]1[CH2:8][CH2:7][O:6][CH2:5][CH2:4]1.[Cl:9][C:10]1[CH:11]=[CH:12][C:13]2[N:18]=[C:17]([C:19]3[C:28]4[C:23](=[CH:24][CH:25]=[CH:26][CH:27]=4)[CH:22]=[CH:21][CH:20]=3)[O:16][C:15](=[O:29])[C:14]=2[CH:30]=1.C(N(C(C)C)CC)(C)C. (2) Given the product [CH3:31][O:30][C:28](=[O:29])[C:27]1[CH:32]=[C:33]([NH:35][C:17](=[O:18])[CH2:16][O:15][C:14]2[CH:13]=[CH:12][C:11]([C:1]34[CH2:10][CH:5]5[CH2:4][CH:3]([CH2:9][CH:7]([CH2:6]5)[CH2:8]3)[CH2:2]4)=[CH:21][CH:20]=2)[CH:34]=[C:25]([C:24]([O:23][CH3:22])=[O:36])[CH:26]=1, predict the reactants needed to synthesize it. The reactants are: [C:1]12([C:11]3[CH:21]=[CH:20][C:14]([O:15][CH2:16][C:17](O)=[O:18])=[CH:13][CH:12]=3)[CH2:10][CH:5]3[CH2:6][CH:7]([CH2:9][CH:3]([CH2:4]3)[CH2:2]1)[CH2:8]2.[CH3:22][O:23][C:24](=[O:36])[C:25]1[CH:34]=[C:33]([NH2:35])[CH:32]=[C:27]([C:28]([O:30][CH3:31])=[O:29])[CH:26]=1.Cl.C(N=C=N)C.ON1C2C=CC=CC=2N=N1.